Dataset: Catalyst prediction with 721,799 reactions and 888 catalyst types from USPTO. Task: Predict which catalyst facilitates the given reaction. Reactant: C([Mg]Cl)(C)(C)C.[F:7][C:8]1[C:13]([C:14]2[C:19]([F:20])=[C:18]([F:21])[C:17]([CH2:22][S:23]([C:26]([F:29])([F:28])[F:27])(=[O:25])=[O:24])=[C:16]([F:30])[C:15]=2[F:31])=[C:12]([F:32])[C:11]([F:33])=[C:10]([F:34])[C:9]=1[F:35].[F:36][C:37]([F:50])([F:49])[S:38](O[S:38]([C:37]([F:50])([F:49])[F:36])(=[O:40])=[O:39])(=[O:40])=[O:39].Cl.O. Product: [F:32][C:12]1[C:13]([C:14]2[C:15]([F:31])=[C:16]([F:30])[C:17]([CH:22]([S:38]([C:37]([F:50])([F:49])[F:36])(=[O:40])=[O:39])[S:23]([C:26]([F:27])([F:28])[F:29])(=[O:25])=[O:24])=[C:18]([F:21])[C:19]=2[F:20])=[C:8]([F:7])[C:9]([F:35])=[C:10]([F:34])[C:11]=1[F:33]. The catalyst class is: 581.